The task is: Predict the product of the given reaction.. This data is from Forward reaction prediction with 1.9M reactions from USPTO patents (1976-2016). (1) Given the reactants [OH:1][C:2]1[C:3]2[C:7]([CH:8]=[C:9]([C:11]([O:13][CH3:14])=[O:12])[CH:10]=1)=[N:6][N:5]([CH3:15])[CH:4]=2.C(=O)([O-])[O-].[K+].[K+].Br[C:23]1[CH:24]=[CH:25][C:26]([S:29]([CH3:32])(=[O:31])=[O:30])=[N:27][CH:28]=1, predict the reaction product. The product is: [CH3:15][N:5]1[CH:4]=[C:3]2[C:7]([CH:8]=[C:9]([C:11]([O:13][CH3:14])=[O:12])[CH:10]=[C:2]2[O:1][C:23]2[CH:28]=[N:27][C:26]([S:29]([CH3:32])(=[O:31])=[O:30])=[CH:25][CH:24]=2)=[N:6]1. (2) Given the reactants [CH2:1]([C:9]1[CH:16]=[CH:15][CH:14]=[CH:13][C:10]=1[CH:11]=O)[CH2:2][C:3]1[CH:8]=[CH:7][CH:6]=[CH:5][CH:4]=1.[NH2:17][C:18]1[CH:27]=[CH:26][C:21]([C:22]([O:24][CH3:25])=[O:23])=[CH:20][CH:19]=1, predict the reaction product. The product is: [CH2:1]([C:9]1[CH:16]=[CH:15][CH:14]=[CH:13][C:10]=1[CH2:11][NH:17][C:18]1[CH:19]=[CH:20][C:21]([C:22]([O:24][CH3:25])=[O:23])=[CH:26][CH:27]=1)[CH2:2][C:3]1[CH:8]=[CH:7][CH:6]=[CH:5][CH:4]=1. (3) Given the reactants [CH2:1]([O:13][CH2:14][C:15]([CH2:20][O:21][CH2:22][CH2:23][CH2:24][CH2:25][CH2:26][CH2:27][CH2:28][CH2:29][CH2:30][CH2:31][CH2:32][CH3:33])([CH2:18][OH:19])[CH2:16][OH:17])[CH2:2][CH2:3][CH2:4][CH2:5][CH2:6][CH2:7][CH2:8][CH2:9][CH2:10][CH2:11][CH3:12].[H-].[Na+].Cl.[CH3:37][N:38]([CH3:42])[CH2:39][CH2:40]Cl, predict the reaction product. The product is: [CH2:22]([O:21][CH2:20][C:15]([CH2:14][O:13][CH2:1][CH2:2][CH2:3][CH2:4][CH2:5][CH2:6][CH2:7][CH2:8][CH2:9][CH2:10][CH2:11][CH3:12])([CH2:18][O:19][CH2:40][CH2:39][N:38]([CH3:42])[CH3:37])[CH2:16][O:17][CH2:40][CH2:39][N:38]([CH3:42])[CH3:37])[CH2:23][CH2:24][CH2:25][CH2:26][CH2:27][CH2:28][CH2:29][CH2:30][CH2:31][CH2:32][CH3:33]. (4) Given the reactants [Cl:1][C:2]1[CH:3]=[CH:4][C:5]2[CH:15]([CH:16]3[CH2:21][CH2:20][NH:19][CH2:18][CH2:17]3)[C:10]3=[N:11][CH:12]=[CH:13][CH:14]=[C:9]3[CH2:8][CH2:7][C:6]=2[CH:22]=1.Cl[C:24]([O:26][CH2:27][CH3:28])=[O:25], predict the reaction product. The product is: [CH2:27]([O:26][C:24]([N:19]1[CH2:18][CH2:17][CH:16]([CH:15]2[C:10]3=[N:11][CH:12]=[CH:13][CH:14]=[C:9]3[CH2:8][CH2:7][C:6]3[CH:22]=[C:2]([Cl:1])[CH:3]=[CH:4][C:5]2=3)[CH2:21][CH2:20]1)=[O:25])[CH3:28].